Dataset: Forward reaction prediction with 1.9M reactions from USPTO patents (1976-2016). Task: Predict the product of the given reaction. (1) Given the reactants [Cl:1][C:2]1[C:7]([NH:8][S:9]([C:12]2[CH:17]=[CH:16][C:15]([F:18])=[CH:14][CH:13]=2)(=[O:11])=[O:10])=[CH:6][C:5](B2OC(C)(C)C(C)(C)O2)=[CH:4][N:3]=1.Br[C:29]1[CH:30]=[C:31]2[C:36](=[CH:37][CH:38]=1)[N:35]=[CH:34][C:33]([OH:39])=[CH:32]2.C(=O)([O-])[O-].[K+].[K+], predict the reaction product. The product is: [Cl:1][C:2]1[C:7]([NH:8][S:9]([C:12]2[CH:13]=[CH:14][C:15]([F:18])=[CH:16][CH:17]=2)(=[O:10])=[O:11])=[CH:6][C:5]([C:29]2[CH:30]=[C:31]3[C:36](=[CH:37][CH:38]=2)[N:35]=[CH:34][C:33]([OH:39])=[CH:32]3)=[CH:4][N:3]=1. (2) Given the reactants Cl.[CH:2]([CH:15]1[C:20](=[O:21])[CH2:19][CH2:18][NH:17][CH2:16]1)([C:9]1[CH:14]=[CH:13][CH:12]=[CH:11][CH:10]=1)[C:3]1[CH:8]=[CH:7][CH:6]=[CH:5][CH:4]=1.[CH3:22][O:23][C:24]1[CH:39]=[CH:38][C:27]([CH:28](O)[C:29]2[CH:34]=[CH:33][C:32]([O:35][CH3:36])=[CH:31][CH:30]=2)=[CH:26][CH:25]=1.C(N(C(C)C)CC)(C)C, predict the reaction product. The product is: [CH:2]([CH:15]1[C:20](=[O:21])[CH2:19][CH2:18][N:17]([CH:28]([C:27]2[CH:38]=[CH:39][C:24]([O:23][CH3:22])=[CH:25][CH:26]=2)[C:29]2[CH:30]=[CH:31][C:32]([O:35][CH3:36])=[CH:33][CH:34]=2)[CH2:16]1)([C:9]1[CH:14]=[CH:13][CH:12]=[CH:11][CH:10]=1)[C:3]1[CH:4]=[CH:5][CH:6]=[CH:7][CH:8]=1.